From a dataset of Reaction yield outcomes from USPTO patents with 853,638 reactions. Predict the reaction yield, written as a fraction of the theoretical maximum amount of product (1.0 means a 100% yield; for example, 0.34 means a 34% yield). (1) The reactants are [F:1][C:2]1[C:7]([O:8][CH3:9])=[CH:6][C:5]([O:10][CH3:11])=[C:4]([F:12])[C:3]=1[N:13]1[CH2:18][C:17]2[CH:19]=[N:20][C:21]3[N:25]([S:26]([C:29]4[CH:34]=[CH:33][CH:32]=[CH:31][CH:30]=4)(=[O:28])=[O:27])[C:24]([CH:35]=[O:36])=[CH:23][C:22]=3[C:16]=2[N:15]([CH2:37][CH3:38])[C:14]1=[O:39].C(O[BH-](OC(=O)C)OC(=O)C)(=O)C.[Na+]. The catalyst is C(Cl)Cl. The product is [F:12][C:4]1[C:5]([O:10][CH3:11])=[CH:6][C:7]([O:8][CH3:9])=[C:2]([F:1])[C:3]=1[N:13]1[CH2:18][C:17]2[CH:19]=[N:20][C:21]3[N:25]([S:26]([C:29]4[CH:34]=[CH:33][CH:32]=[CH:31][CH:30]=4)(=[O:27])=[O:28])[C:24]([CH2:35][OH:36])=[CH:23][C:22]=3[C:16]=2[N:15]([CH2:37][CH3:38])[C:14]1=[O:39]. The yield is 0.660. (2) The reactants are [BH4-].[Na+].[Cl:3][C:4]1[CH:5]=[CH:6][C:7]2[N:8]([C:10]([CH:16]=[O:17])=[C:11]([CH:13]3[CH2:15][CH2:14]3)[N:12]=2)[N:9]=1. The catalyst is CO. The product is [Cl:3][C:4]1[CH:5]=[CH:6][C:7]2[N:8]([C:10]([CH2:16][OH:17])=[C:11]([CH:13]3[CH2:14][CH2:15]3)[N:12]=2)[N:9]=1. The yield is 0.930. (3) The reactants are [Cl:1][C:2]1[CH:3]=[C:4]([C:8]([CH3:13])([CH3:12])[C:9](=[O:11])[CH3:10])[CH:5]=[CH:6][CH:7]=1.[S:14]([Cl:18])(=O)(=[O:16])[OH:15].O=S(Cl)Cl. The catalyst is C(Cl)(Cl)Cl. The product is [Cl:1][C:2]1[CH:3]=[C:4]([C:8]([CH3:13])([C:9](=[O:11])[CH3:10])[CH3:12])[CH:5]=[CH:6][C:7]=1[S:14]([Cl:18])(=[O:16])=[O:15]. The yield is 0.430. (4) The reactants are [C:1]([CH2:3][C:4]([NH:6][C:7]1[CH:12]=[CH:11][C:10]([F:13])=[CH:9][C:8]=1[F:14])=[O:5])#[N:2].CO/[CH:17]=[CH:18]/[C:19](=O)[CH3:20].N12CCN(CC1)CC2. The catalyst is COCCO.Cl.O1CCCC1.C(OCC)(=O)C. The product is [F:14][C:8]1[CH:9]=[C:10]([F:13])[CH:11]=[CH:12][C:7]=1[N:6]1[C:19]([CH3:20])=[CH:18][CH:17]=[C:3]([C:1]#[N:2])[C:4]1=[O:5]. The yield is 0.0940. (5) The catalyst is O1CCCC1. The product is [NH:57]1[C:56]([C:52]2[CH:51]=[C:50]3[C:55](=[CH:54][CH:53]=2)[NH:47][N:48]=[C:49]3[C:80]2[CH:81]=[CH:82][CH:83]=[C:84]([O:28][CH2:27][CH2:26][N:23]3[CH2:24][CH2:25][O:20][CH2:21][CH2:22]3)[CH:85]=2)=[N:60][CH:59]=[N:58]1. The yield is 0.300. The reactants are C1(P(C2C=CC=CC=2)C2C=CC=CC=2)C=CC=CC=1.[O:20]1[CH2:25][CH2:24][N:23]([CH2:26][CH2:27][OH:28])[CH2:22][CH2:21]1.CCOC(/N=N/C(OCC)=O)=O.O1CCCCC1[N:47]1[C:55]2[C:50](=[CH:51][C:52]([C:56]3[N:60]=[CH:59][N:58](C(C4C=CC=CC=4)(C4C=CC=CC=4)C4C=CC=CC=4)[N:57]=3)=[CH:53][CH:54]=2)[C:49]([C:80]2[CH:81]=[C:82](O)[CH:83]=[CH:84][CH:85]=2)=[N:48]1.Cl. (6) The reactants are [Cl:1][C:2]1[N:3]=[C:4](Cl)[C:5]2[S:10][CH2:9][CH2:8][C:6]=2[N:7]=1.[NH2:12][C:13]1[CH:14]=[C:15]([CH:19]=[CH:20][CH:21]=1)[C:16]([OH:18])=[O:17].C(N(C(C)C)CC)(C)C.Cl. The catalyst is O1CCCC1.O. The product is [Cl:1][C:2]1[N:3]=[C:4]([NH:12][C:13]2[CH:14]=[C:15]([CH:19]=[CH:20][CH:21]=2)[C:16]([OH:18])=[O:17])[C:5]2[S:10][CH2:9][CH2:8][C:6]=2[N:7]=1. The yield is 0.390. (7) The reactants are C(OC([CH2:8][C@H:9]1[CH2:14][CH2:13][C@H:12]([C:15]([NH:17][C@H:18]([C:26]2[NH:30][C:29]3[CH:31]=[CH:32][C:33]([C:35]([OH:37])=O)=[CH:34][C:28]=3[N:27]=2)[CH2:19][C:20]2[CH:25]=[CH:24][CH:23]=[CH:22][CH:21]=2)=[O:16])[CH2:11][CH2:10]1)=O)(C)(C)C.[OH-:38].[NH4+:39]. No catalyst specified. The product is [C:35]([C:33]1[CH:32]=[CH:31][C:29]2[NH:30][C:26]([C@@H:18]([NH:17][C:15]([C@H:12]3[CH2:13][CH2:14][C@H:9]([CH2:8][NH:17][C:15](=[O:16])[O:38][C:9]([CH3:14])([CH3:10])[CH3:8])[CH2:10][CH2:11]3)=[O:16])[CH2:19][C:20]3[CH:25]=[CH:24][CH:23]=[CH:22][CH:21]=3)=[N:27][C:28]=2[CH:34]=1)(=[O:37])[NH2:39]. The yield is 0.790. (8) The reactants are [CH:1]1([N:6]2[CH2:12][C:11]3([CH2:14][CH2:13]3)[C:10](=[O:15])[N:9]([CH3:16])[C:8]3[CH:17]=[N:18][C:19]([NH:21][C:22]4[CH:30]=[CH:29][C:25]([C:26](O)=[O:27])=[CH:24][C:23]=4[O:31][CH3:32])=[N:20][C:7]2=3)[CH2:5][CH2:4][CH2:3][CH2:2]1.CCN(C(C)C)C(C)C.CN(C(ON1N=NC2C=CC=CC1=2)=[N+](C)C)C.[B-](F)(F)(F)F.[CH2:64]([N:71]1[CH2:76][CH2:75][N:74]([CH:77]2[CH2:82][CH2:81][CH:80]([NH2:83])[CH2:79][CH2:78]2)[CH2:73][CH2:72]1)[C:65]1[CH:70]=[CH:69][CH:68]=[CH:67][CH:66]=1. The catalyst is CN(C=O)C. The product is [CH2:64]([N:71]1[CH2:72][CH2:73][N:74]([C@H:77]2[CH2:82][CH2:81][C@H:80]([NH:83][C:26](=[O:27])[C:25]3[CH:29]=[CH:30][C:22]([NH:21][C:19]4[N:18]=[CH:17][C:8]5[N:9]([CH3:16])[C:10](=[O:15])[C:11]6([CH2:14][CH2:13]6)[CH2:12][N:6]([CH:1]6[CH2:2][CH2:3][CH2:4][CH2:5]6)[C:7]=5[N:20]=4)=[C:23]([O:31][CH3:32])[CH:24]=3)[CH2:79][CH2:78]2)[CH2:75][CH2:76]1)[C:65]1[CH:66]=[CH:67][CH:68]=[CH:69][CH:70]=1. The yield is 0.130. (9) The reactants are [CH2:1]([S:3]([C:6]1[CH:7]=[C:8]([C:12]2[C:17]3[C:18]4[CH:24]=[C:23]([CH3:25])[CH:22]=[N:21][C:19]=4[NH:20][C:16]=3[C:15]([C:26]#[N:27])=[N:14][CH:13]=2)[CH:9]=[CH:10][CH:11]=1)(=[O:5])=[O:4])[CH3:2].[OH-:28].[K+]. The yield is 0.770. The catalyst is C1COCC1.OO. The product is [CH2:1]([S:3]([C:6]1[CH:7]=[C:8]([C:12]2[C:17]3[C:18]4[CH:24]=[C:23]([CH3:25])[CH:22]=[N:21][C:19]=4[NH:20][C:16]=3[C:15]([C:26]([NH2:27])=[O:28])=[N:14][CH:13]=2)[CH:9]=[CH:10][CH:11]=1)(=[O:4])=[O:5])[CH3:2].